Task: Predict the reactants needed to synthesize the given product.. Dataset: Full USPTO retrosynthesis dataset with 1.9M reactions from patents (1976-2016) (1) Given the product [O:21]=[S:7]1(=[O:22])[N:6]([CH2:5][CH2:4][CH2:3][CH2:2][NH:24][CH3:23])[C:10]2[CH:11]=[CH:12][CH:13]=[CH:14][C:9]=2[N:8]1[C:15]1[CH:20]=[CH:19][CH:18]=[CH:17][CH:16]=1, predict the reactants needed to synthesize it. The reactants are: Br[CH2:2][CH2:3][CH2:4][CH2:5][N:6]1[C:10]2[CH:11]=[CH:12][CH:13]=[CH:14][C:9]=2[N:8]([C:15]2[CH:20]=[CH:19][CH:18]=[CH:17][CH:16]=2)[S:7]1(=[O:22])=[O:21].[CH3:23][NH2:24]. (2) Given the product [CH2:13]([C:7]1([CH2:15][CH3:16])[C:6]2[CH:17]=[C:2]([NH:1][C:22]3[CH:23]=[CH:24][C:25]([F:26])=[C:20]([CH:21]=3)[C:18]#[N:19])[CH:3]=[CH:4][C:5]=2[N:10]([CH3:11])[C:9](=[O:12])[O:8]1)[CH3:14], predict the reactants needed to synthesize it. The reactants are: [NH2:1][C:2]1[CH:3]=[CH:4][C:5]2[N:10]([CH3:11])[C:9](=[O:12])[O:8][C:7]([CH2:15][CH3:16])([CH2:13][CH3:14])[C:6]=2[CH:17]=1.[C:18]([C:20]1[CH:21]=[C:22](B(O)O)[CH:23]=[CH:24][C:25]=1[F:26])#[N:19]. (3) Given the product [CH:1]1[C:10]2[C:5](=[CH:6][CH:7]=[CH:8][CH:9]=2)[CH:4]=[CH:3][C:2]=1[CH2:11][NH:12][CH:13]1[CH:14]2[CH:18]1[CH2:17][N:16]([C:19]1[CH:29]=[CH:28][C:22]([C:23]([OH:25])=[O:24])=[CH:21][CH:20]=1)[CH2:15]2, predict the reactants needed to synthesize it. The reactants are: [CH:1]1[C:10]2[C:5](=[CH:6][CH:7]=[CH:8][CH:9]=2)[CH:4]=[CH:3][C:2]=1[CH2:11][NH:12][CH:13]1[CH:18]2[CH:14]1[CH2:15][N:16]([C:19]1[CH:29]=[CH:28][C:22]([C:23]([O:25]CC)=[O:24])=[CH:21][CH:20]=1)[CH2:17]2.C[Si](C)(C)[O-].[K+]. (4) Given the product [CH:2]([C:3]1[CH:4]=[CH:5][C:6]([CH2:7][N:8]2[C:13](=[O:14])[C:12]([CH2:15][C:16]3[CH:21]=[CH:20][C:19]([C:22]4[C:23]([C:28]#[N:29])=[CH:24][CH:25]=[CH:26][CH:27]=4)=[CH:18][CH:17]=3)=[C:11]([CH2:30][CH2:31][CH3:32])[N:10]3[N:33]=[CH:34][N:35]=[C:9]23)=[CH:36][CH:37]=1)=[O:1], predict the reactants needed to synthesize it. The reactants are: [OH:1][CH2:2][C:3]1[CH:37]=[CH:36][C:6]([CH2:7][N:8]2[C:13](=[O:14])[C:12]([CH2:15][C:16]3[CH:21]=[CH:20][C:19]([C:22]4[C:23]([C:28]#[N:29])=[CH:24][CH:25]=[CH:26][CH:27]=4)=[CH:18][CH:17]=3)=[C:11]([CH2:30][CH2:31][CH3:32])[N:10]3[N:33]=[CH:34][N:35]=[C:9]23)=[CH:5][CH:4]=1. (5) Given the product [C:28]([O:31][CH2:32][CH2:33][O:1][C:2]1[C:3]([Se:16][C:17]2[CH:27]=[CH:26][C:20]([C:21]([O:23][CH2:24][CH3:25])=[O:22])=[CH:19][CH:18]=2)=[CH:4][C:5]2[C:6]([CH3:14])([CH3:15])[CH2:7][CH2:8][C:9]([CH3:13])([CH3:12])[C:10]=2[CH:11]=1)(=[O:30])[CH3:29], predict the reactants needed to synthesize it. The reactants are: [OH:1][C:2]1[C:3]([Se:16][C:17]2[CH:27]=[CH:26][C:20]([C:21]([O:23][CH2:24][CH3:25])=[O:22])=[CH:19][CH:18]=2)=[CH:4][C:5]2[C:6]([CH3:15])([CH3:14])[CH2:7][CH2:8][C:9]([CH3:13])([CH3:12])[C:10]=2[CH:11]=1.[C:28]([O:31][CH2:32][CH2:33]Br)(=[O:30])[CH3:29].C(=O)([O-])[O-].[K+].[K+].